This data is from Forward reaction prediction with 1.9M reactions from USPTO patents (1976-2016). The task is: Predict the product of the given reaction. (1) The product is: [Cl:13][C:2]1[C:7]([CH3:8])=[N:6][N:5]([CH3:9])[C:4](=[O:10])[CH:3]=1. Given the reactants O[C:2]1[C:7]([CH3:8])=[N:6][N:5]([CH3:9])[C:4](=[O:10])[CH:3]=1.O=P(Cl)(Cl)[Cl:13], predict the reaction product. (2) Given the reactants [Cl:1][C:2]1[N:7]=[C:6]([NH:8][CH2:9][C:10]([CH3:13])([CH3:12])[CH3:11])[C:5]([CH2:14]Cl)=[CH:4][N:3]=1.[N-:16]=[N+:17]=[N-:18].[Na+], predict the reaction product. The product is: [N:16]([CH2:14][C:5]1[C:6]([NH:8][CH2:9][C:10]([CH3:13])([CH3:12])[CH3:11])=[N:7][C:2]([Cl:1])=[N:3][CH:4]=1)=[N+:17]=[N-:18]. (3) The product is: [CH:19]1([C:8]2[CH:7]=[C:6]([C:4]([O:3][CH2:1][CH3:2])=[O:5])[C:15](=[O:16])[N:14]3[C:9]=2[C:10]([CH3:18])=[C:11]([C:26]2[CH:27]=[CH:28][C:23]([Cl:22])=[CH:24][CH:25]=2)[CH:12]=[CH:13]3)[CH2:21][CH2:20]1. Given the reactants [CH2:1]([O:3][C:4]([C:6]1[C:15](=[O:16])[N:14]2[C:9]([C:10]([CH3:18])=[C:11](Cl)[CH:12]=[CH:13]2)=[C:8]([CH:19]2[CH2:21][CH2:20]2)[CH:7]=1)=[O:5])[CH3:2].[Cl:22][C:23]1[CH:28]=[CH:27][C:26](B(O)O)=[CH:25][CH:24]=1.C([O-])([O-])=O.[Na+].[Na+], predict the reaction product. (4) Given the reactants [C:1]1([N:7]([CH2:40][CH2:41][CH2:42][O:43]CC2C=CC=CC=2)[C:8]([C:10]2[CH:39]=[CH:38][C:13]3[N:14]([CH3:37])[C:15]([CH2:17][NH:18][C:19]4[CH:24]=[CH:23][C:22]([C:25](=[NH:36])[NH:26][C:27]([O:29][CH2:30][CH2:31][CH2:32][CH2:33][CH2:34][CH3:35])=[O:28])=[CH:21][CH:20]=4)=[N:16][C:12]=3[CH:11]=2)=[O:9])[CH:6]=[CH:5][CH:4]=[CH:3][CH:2]=1, predict the reaction product. The product is: [C:1]1([N:7]([CH2:40][CH2:41][CH2:42][OH:43])[C:8]([C:10]2[CH:39]=[CH:38][C:13]3[N:14]([CH3:37])[C:15]([CH2:17][NH:18][C:19]4[CH:24]=[CH:23][C:22]([C:25](=[NH:36])[NH:26][C:27]([O:29][CH2:30][CH2:31][CH2:32][CH2:33][CH2:34][CH3:35])=[O:28])=[CH:21][CH:20]=4)=[N:16][C:12]=3[CH:11]=2)=[O:9])[CH:2]=[CH:3][CH:4]=[CH:5][CH:6]=1. (5) Given the reactants [CH3:1][O:2][C:3](=[O:18])[C:4]([C:8]1[CH:13]=[CH:12][C:11]([F:14])=[CH:10][C:9]=1[N+:15]([O-])=O)=[C:5](O)[CH3:6].[C]=O, predict the reaction product. The product is: [F:14][C:11]1[CH:10]=[C:9]2[C:8]([C:4]([C:3]([O:2][CH3:1])=[O:18])=[C:5]([CH3:6])[NH:15]2)=[CH:13][CH:12]=1.[F:14][C:11]1[CH:10]=[C:9]2[C:8]([CH:4]=[C:3]([O:2][CH3:1])[NH:15]2)=[CH:13][CH:12]=1. (6) The product is: [CH3:47][N:2]([CH3:1])[CH2:3][CH2:4][NH:5][C:6]([C@:8]12[CH2:43][CH2:42][C@@H:41]([CH:44]([CH3:45])[CH3:46])[C@@H:9]1[C@@H:10]1[C@@:23]([CH3:26])([CH2:24][CH2:25]2)[C@@:22]2([CH3:27])[C@@H:13]([C@:14]3([CH3:40])[C@@H:19]([CH2:20][CH2:21]2)[C:18]([CH3:28])([CH3:29])[C:17]([C:30]2[CH:31]=[CH:32][C:33]([C:34]([O:36][CH3:37])=[O:35])=[CH:38][CH:39]=2)=[CH:16][CH2:15]3)[CH2:12][CH2:11]1)=[O:7]. Given the reactants [CH3:1][N:2]([CH3:47])[CH2:3][CH2:4][NH:5][C:6]([C@:8]12[CH2:43][CH2:42][C@@H:41]([C:44]([CH3:46])=[CH2:45])[C@@H:9]1[C@@H:10]1[C@@:23]([CH3:26])([CH2:24][CH2:25]2)[C@@:22]2([CH3:27])[C@@H:13]([C@:14]3([CH3:40])[C@@H:19]([CH2:20][CH2:21]2)[C:18]([CH3:29])([CH3:28])[C:17]([C:30]2[CH:39]=[CH:38][C:33]([C:34]([O:36][CH3:37])=[O:35])=[CH:32][CH:31]=2)=[CH:16][CH2:15]3)[CH2:12][CH2:11]1)=[O:7], predict the reaction product. (7) Given the reactants [OH2:1].[C:2]1([CH3:12])[CH:7]=[CH:6][C:5](S(O)(=O)=O)=[CH:4][CH:3]=1.[C:13]1([CH3:19])C=CC=C[CH:14]=1, predict the reaction product. The product is: [CH:5]1[CH:4]=[CH:3][C:2]2[C:7](=[CH:14][CH:13]=[CH:19][C:12]=2[OH:1])[CH:6]=1. (8) The product is: [CH2:52]([O:53][C:54](=[O:55])[C:29]([O:28][C:26]1[CH:47]=[CH:48][C:49]([O:10][CH2:9][CH:8]=[C:7]([C:4]2[CH:3]=[CH:2][C:1]([C:12]3[CH:13]=[CH:14][CH:15]=[CH:16][CH:17]=3)=[CH:6][CH:5]=2)[CH3:11])=[CH:50][CH:45]=1)([CH3:30])[CH3:31])[CH3:51]. Given the reactants [C:1]1([C:12]2[CH:17]=[CH:16][CH:15]=[CH:14][CH:13]=2)[CH:6]=[CH:5][C:4]([C:7]([CH3:11])=[CH:8][CH2:9][OH:10])=[CH:3][CH:2]=1.[CH3:30][CH:29]([O:28][C:26](/N=N/[C:26]([O:28][CH:29]([CH3:31])[CH3:30])=O)=O)[CH3:31].[CH:49]1[CH:50]=[CH:45]C(P([C:45]2[CH:50]=[CH:49][CH:48]=[CH:47]C=2)[C:49]2[CH:50]=[CH:45]C=[CH:47][CH:48]=2)=[CH:47][CH:48]=1.[CH3:51][CH2:52][O:53][C:54](C)=[O:55], predict the reaction product. (9) Given the reactants [NH2:1][C@H:2]1[CH2:7][CH2:6][C@H:5]([NH:8][C:9](=[O:15])[O:10][C:11]([CH3:14])([CH3:13])[CH3:12])[CH2:4][CH2:3]1.Br[CH2:17][CH2:18][CH2:19][CH2:20]Br.C(=O)([O-])O.[K+], predict the reaction product. The product is: [N:1]1([C@H:2]2[CH2:7][CH2:6][C@H:5]([NH:8][C:9](=[O:15])[O:10][C:11]([CH3:12])([CH3:14])[CH3:13])[CH2:4][CH2:3]2)[CH2:20][CH2:19][CH2:18][CH2:17]1. (10) Given the reactants Cl[C:2]1[CH:3]=[C:4]([C:9]2[N:13]3[CH:14]=[CH:15][C:16]([C:19]([OH:22])([CH3:21])[CH3:20])=[C:17]([F:18])[C:12]3=[N:11][CH:10]=2)[CH:5]=[CH:6][C:7]=1[F:8].[N:23]1[C:32]2[CH:31]=[CH:30][CH:29]=[C:28](B(O)O)[C:27]=2[CH:26]=[CH:25][CH:24]=1, predict the reaction product. The product is: [F:18][C:17]1[C:12]2[N:13]([C:9]([C:4]3[CH:5]=[CH:6][C:7]([F:8])=[C:2]([C:28]4[CH:29]=[CH:30][CH:31]=[C:32]5[C:27]=4[CH:26]=[CH:25][CH:24]=[N:23]5)[CH:3]=3)=[CH:10][N:11]=2)[CH:14]=[CH:15][C:16]=1[C:19]([OH:22])([CH3:21])[CH3:20].